Dataset: Forward reaction prediction with 1.9M reactions from USPTO patents (1976-2016). Task: Predict the product of the given reaction. (1) Given the reactants C(OC1C=CN(CC(C2C=CC(CO)=CC=2)=O)C(=O)C=1)C1C=CC=CC=1.[CH2:27]([O:34][C:35]1[CH:40]=[N:39][NH:38][C:37](=[O:41])[CH:36]=1)[C:28]1[CH:33]=[CH:32][CH:31]=[CH:30][CH:29]=1.Cl[CH2:43][C:44]([C:46]1[S:54][CH:53]2[CH:48]([CH2:49][N:50]([CH2:55][C:56]3[CH:61]=[CH:60][CH:59]=[CH:58][C:57]=3[Cl:62])[CH2:51][CH2:52]2)[CH:47]=1)=[O:45], predict the reaction product. The product is: [CH2:27]([O:34][C:35]1[CH:40]=[N:39][N:38]([CH2:43][C:44]([C:46]2[S:54][C:53]3[CH2:52][CH2:51][N:50]([CH2:55][C:56]4[CH:61]=[CH:60][CH:59]=[CH:58][C:57]=4[Cl:62])[CH2:49][C:48]=3[CH:47]=2)=[O:45])[C:37](=[O:41])[CH:36]=1)[C:28]1[CH:33]=[CH:32][CH:31]=[CH:30][CH:29]=1. (2) Given the reactants CCN(CC)CC.Br[C:9]1[CH:27]=[CH:26][CH:25]=[CH:24][C:10]=1[NH:11][CH2:12][CH2:13][CH2:14][CH2:15][CH2:16][CH2:17][CH2:18][CH2:19][CH2:20][CH2:21][CH2:22][CH3:23].N#N.C(C1(CC)C2C=C([B:45]3[O:49][C:48]([CH3:51])([CH3:50])[C:47]([CH3:53])([CH3:52])[O:46]3)C=CC=2C2C1=CC([B:45]1[O:49][C:48]([CH3:51])([CH3:50])[C:47]([CH3:53])([CH3:52])[O:46]1)=CC=2)C, predict the reaction product. The product is: [CH2:12]([NH:11][C:10]1[CH:24]=[CH:25][CH:26]=[CH:27][C:9]=1[B:45]1[O:49][C:48]([CH3:51])([CH3:50])[C:47]([CH3:53])([CH3:52])[O:46]1)[CH2:13][CH2:14][CH2:15][CH2:16][CH2:17][CH2:18][CH2:19][CH2:20][CH2:21][CH2:22][CH3:23]. (3) Given the reactants [NH2:1][CH2:2][CH2:3][CH2:4][N:5]([CH3:10])[CH2:6][CH2:7][CH2:8][NH2:9].CO[C:13]1[C:29](=[O:30])[C:17]2[N:18]=[C:19]([C:21]([N:23]3[CH2:28][CH2:27][O:26][CH2:25][CH2:24]3)=[O:22])[S:20][C:16]=2[C:15](=[O:31])[CH:14]=1, predict the reaction product. The product is: [CH3:10][N:5]([CH2:6][CH2:7][CH2:8][NH:9][C:13]1[C:29](=[O:30])[C:17]2[N:18]=[C:19]([C:21]([N:23]3[CH2:24][CH2:25][O:26][CH2:27][CH2:28]3)=[O:22])[S:20][C:16]=2[C:15](=[O:31])[CH:14]=1)[CH2:4][CH2:3][CH2:2][NH:1][C:13]1[C:29](=[O:30])[C:17]2[N:18]=[C:19]([C:21]([N:23]3[CH2:24][CH2:25][O:26][CH2:27][CH2:28]3)=[O:22])[S:20][C:16]=2[C:15](=[O:31])[CH:14]=1. (4) Given the reactants C(=O)([O-])[O-].[K+].[K+].[Si:7]([O:14][CH2:15][C@@H:16]([OH:24])[CH2:17][C:18]#[C:19][Si](C)(C)C)([C:10]([CH3:13])([CH3:12])[CH3:11])([CH3:9])[CH3:8], predict the reaction product. The product is: [Si:7]([O:14][CH2:15][C@@H:16]([OH:24])[CH2:17][C:18]#[CH:19])([C:10]([CH3:13])([CH3:12])[CH3:11])([CH3:9])[CH3:8]. (5) Given the reactants ClC1C=CC(OC)=C(C=1)CC1CNC(=O)CN(S(C2C=CC(Cl)=CC=2)(=O)=O)C1=O.[Cl:30][C:31]1[CH:36]=[CH:35][C:34]([NH:37][C:38](=[O:42])[O:39][CH2:40][CH3:41])=[C:33](/[CH:43]=[C:44]2\[CH2:45][NH:46][C:47](=[O:62])[CH2:48][N:49]([S:52]([C:55]3[CH:60]=[CH:59][C:58]([Cl:61])=[CH:57][CH:56]=3)(=[O:54])=[O:53])[C:50]\2=[O:51])[CH:32]=1, predict the reaction product. The product is: [CH2:40]([O:39][C:38](=[O:42])[NH:37][C:34]1[CH:35]=[CH:36][C:31]([Cl:30])=[CH:32][C:33]=1[CH2:43][CH:44]1[C:50](=[O:51])[N:49]([S:52]([C:55]2[CH:56]=[CH:57][C:58]([Cl:61])=[CH:59][CH:60]=2)(=[O:53])=[O:54])[CH2:48][C:47](=[O:62])[NH:46][CH2:45]1)[CH3:41]. (6) Given the reactants [CH3:1][N:2]([CH3:10])[C:3]1[CH:4]=[C:5]([OH:9])[CH:6]=[CH:7][CH:8]=1.[ClH:11], predict the reaction product. The product is: [Cl-:11].[OH:9][C:5]1[CH:4]=[C:3]([CH:8]=[CH:7][CH:6]=1)[NH+:2]([CH3:10])[CH3:1].